Dataset: Catalyst prediction with 721,799 reactions and 888 catalyst types from USPTO. Task: Predict which catalyst facilitates the given reaction. (1) Reactant: Cl[C:2]1[C:7]([C:8]#[N:9])=[C:6]([Cl:10])[N:5]=[C:4]([S:11][CH3:12])[N:3]=1.[NH2:13][C:14]1[CH:15]=[C:16]([CH:21]=[CH:22][C:23]=1[CH3:24])[C:17]([NH:19][CH3:20])=[O:18].CCN(C(C)C)C(C)C. Product: [Cl:10][C:6]1[N:5]=[C:4]([S:11][CH3:12])[N:3]=[C:2]([NH:13][C:14]2[CH:15]=[C:16]([CH:21]=[CH:22][C:23]=2[CH3:24])[C:17]([NH:19][CH3:20])=[O:18])[C:7]=1[C:8]#[N:9]. The catalyst class is: 1. (2) Reactant: [S:1]1[C:5]2[CH:6]=[CH:7][CH:8]=[CH:9][C:4]=2[N:3]=[CH:2]1.C([Li])CCC.CN([CH:18]=[O:19])C. Product: [S:1]1[C:5]2[CH:6]=[CH:7][CH:8]=[CH:9][C:4]=2[N:3]=[C:2]1[CH:18]=[O:19]. The catalyst class is: 134. (3) Reactant: [Cl:1][C:2]1[C:7]([O:8][CH3:9])=[CH:6][C:5]([O:10][CH3:11])=[C:4]([Cl:12])[C:3]=1[C:13]1[C:26](=[O:27])[N:25]([CH2:28][CH2:29][N:30]([CH2:44][CH3:45])[CH:31]2[CH2:36][CH2:35][N:34]([C:37]([O:39][C:40]([CH3:43])([CH3:42])[CH3:41])=[O:38])[CH2:33][CH2:32]2)[C:16]2[N:17]=[C:18](S(C)(=O)=O)[N:19]=[CH:20][C:15]=2[CH:14]=1.[CH3:46][NH2:47]. Product: [Cl:1][C:2]1[C:7]([O:8][CH3:9])=[CH:6][C:5]([O:10][CH3:11])=[C:4]([Cl:12])[C:3]=1[C:13]1[C:26](=[O:27])[N:25]([CH2:28][CH2:29][N:30]([CH2:44][CH3:45])[CH:31]2[CH2:36][CH2:35][N:34]([C:37]([O:39][C:40]([CH3:43])([CH3:42])[CH3:41])=[O:38])[CH2:33][CH2:32]2)[C:16]2[N:17]=[C:18]([NH:47][CH3:46])[N:19]=[CH:20][C:15]=2[CH:14]=1. The catalyst class is: 218. (4) Reactant: [Br:1][Si](C)(C)C.[Cl:6][C:7]1[CH:12]=[C:11]([O:13][CH:14]([F:16])[F:15])[CH:10]=[C:9](Cl)[N:8]=1. Product: [Br:1][C:9]1[CH:10]=[C:11]([O:13][CH:14]([F:16])[F:15])[CH:12]=[C:7]([Cl:6])[N:8]=1. The catalyst class is: 10. (5) Reactant: [S:1]1[CH:5]=[CH:4][CH:3]=[C:2]1[C:6](=[NH:30])[NH:7][C:8]1[CH:9]=[CH:10][C:11]2[N:16]([CH:17]3[CH2:21][CH2:20][N:19](C(OC(C)(C)C)=O)[CH2:18]3)[CH2:15][CH2:14][S:13][C:12]=2[CH:29]=1.Cl. Product: [NH:19]1[CH2:20][CH2:21][CH:17]([N:16]2[CH2:15][CH2:14][S:13][C:12]3[CH:29]=[C:8]([NH:7][C:6]([C:2]4[S:1][CH:5]=[CH:4][CH:3]=4)=[NH:30])[CH:9]=[CH:10][C:11]2=3)[CH2:18]1. The catalyst class is: 5. (6) Product: [CH2:11]([N:18]1[CH2:22][CH2:21][CH:20]([C:23]2[NH:24][C:25](=[O:34])[C:26]3[C:31]([CH:32]=2)=[C:30]([CH3:33])[CH:29]=[CH:28][CH:27]=3)[CH2:19]1)[C:12]1[CH:17]=[CH:16][CH:15]=[CH:14][CH:13]=1. Reactant: C([C@H]([C@@H](C(O)=O)O)O)(O)=O.[CH2:11]([N:18]1[CH2:22][CH2:21][CH:20]([C:23]2[NH:24][C:25](=[O:34])[C:26]3[C:31]([CH:32]=2)=[C:30]([CH3:33])[CH:29]=[CH:28][CH:27]=3)[CH2:19]1)[C:12]1[CH:17]=[CH:16][CH:15]=[CH:14][CH:13]=1.C(Cl)Cl.[OH-].[Na+].O. The catalyst class is: 5.